This data is from Full USPTO retrosynthesis dataset with 1.9M reactions from patents (1976-2016). The task is: Predict the reactants needed to synthesize the given product. (1) The reactants are: [NH2:1][C:2]1[N:7]=[CH:6][C:5]([C:8]2[CH:9]=[C:10]([NH2:19])[C:11]([NH:14][C:15]([CH3:18])([CH3:17])[CH3:16])=[CH:12][CH:13]=2)=[CH:4][N:3]=1.[Br:20][C:21]1[CH:28]=[CH:27][CH:26]=[CH:25][C:22]=1[CH:23]=O.OOS([O-])=O.[K+].S([O-])([O-])(=O)=S.[Na+].[Na+]. Given the product [Br:20][C:21]1[CH:28]=[CH:27][CH:26]=[CH:25][C:22]=1[C:23]1[N:14]([C:15]([CH3:16])([CH3:18])[CH3:17])[C:11]2[CH:12]=[CH:13][C:8]([C:5]3[CH:4]=[N:3][C:2]([NH2:1])=[N:7][CH:6]=3)=[CH:9][C:10]=2[N:19]=1, predict the reactants needed to synthesize it. (2) Given the product [C:11]([O:9][C:8]([C:3]1[C:2]([OH:1])=[CH:7][CH:6]=[CH:5][N:4]=1)=[O:10])([CH3:14])([CH3:13])[CH3:12], predict the reactants needed to synthesize it. The reactants are: [OH:1][C:2]1[C:3]([C:8]([OH:10])=[O:9])=[N:4][CH:5]=[CH:6][CH:7]=1.[C:11](OC(O[C:11]([CH3:14])([CH3:13])[CH3:12])N(C)C)([CH3:14])([CH3:13])[CH3:12].